From a dataset of Catalyst prediction with 721,799 reactions and 888 catalyst types from USPTO. Predict which catalyst facilitates the given reaction. (1) Reactant: [F:1][C:2]([F:11])([F:10])[C:3]1[C:4](=[O:9])[NH:5][CH:6]=[CH:7][CH:8]=1.C1C(=O)N([Br:19])C(=O)C1. Product: [Br:19][C:7]1[CH:8]=[C:3]([C:2]([F:1])([F:10])[F:11])[C:4](=[O:9])[NH:5][CH:6]=1. The catalyst class is: 30. (2) Reactant: [CH2:1]([O:8][C:9](=[O:37])[NH:10][CH2:11][CH2:12][C:13]#[C:14][C:15]1[CH:20]=[CH:19][C:18]([C:21]#[C:22][CH2:23][CH:24]([N:26]2[C:34](=[O:35])[C:33]3[C:28](=[CH:29][CH:30]=[CH:31][CH:32]=3)[C:27]2=[O:36])[CH3:25])=[CH:17][CH:16]=1)[C:2]1[CH:7]=[CH:6][CH:5]=[CH:4][CH:3]=1.[H][H].CCN(CC)CC.C(Cl)(OCC1C=CC=CC=1)=O. Product: [CH2:1]([O:8][C:9](=[O:37])[NH:10][CH2:11][CH2:12][CH2:13][CH2:14][C:15]1[CH:20]=[CH:19][C:18]([CH2:21][CH2:22][CH2:23][CH:24]([N:26]2[C:27](=[O:36])[C:28]3[C:33](=[CH:32][CH:31]=[CH:30][CH:29]=3)[C:34]2=[O:35])[CH3:25])=[CH:17][CH:16]=1)[C:2]1[CH:3]=[CH:4][CH:5]=[CH:6][CH:7]=1. The catalyst class is: 123. (3) Reactant: [OH:1][C@@H:2]1[CH2:6][N:5]([C:7]2[CH:11]=[CH:10][N:9]([CH3:12])[N:8]=2)[C:4](=[O:13])[CH2:3]1.[H-].[Na+].I[CH3:17]. Product: [CH3:17][O:1][C@@H:2]1[CH2:6][N:5]([C:7]2[CH:11]=[CH:10][N:9]([CH3:12])[N:8]=2)[C:4](=[O:13])[CH2:3]1. The catalyst class is: 20. (4) Reactant: [CH2:1]1[CH2:6][C@H:5]([C:7]([OH:9])=[O:8])[CH2:4][CH2:3][C@H:2]1[CH2:10][NH2:11].[C:12]([O:18][CH:19]([O:23][C:24](ON1C(=O)CCC1=O)=[O:25])[CH:20]([CH3:22])[CH3:21])(=[O:17])[CH2:13][CH2:14][CH2:15][CH3:16]. The catalyst class is: 761. Product: [C:12]([O:18][CH:19]([O:23][C:24]([NH:11][CH2:10][C@H:2]1[CH2:3][CH2:4][C@H:5]([C:7]([OH:9])=[O:8])[CH2:6][CH2:1]1)=[O:25])[CH:20]([CH3:22])[CH3:21])(=[O:17])[CH2:13][CH2:14][CH2:15][CH3:16].